Task: Regression. Given a peptide amino acid sequence and an MHC pseudo amino acid sequence, predict their binding affinity value. This is MHC class II binding data.. Dataset: Peptide-MHC class II binding affinity with 134,281 pairs from IEDB (1) The binding affinity (normalized) is 0.0407. The MHC is DRB1_0301 with pseudo-sequence DRB1_0301. The peptide sequence is RDFIEGVHGGTWVSA. (2) The peptide sequence is SSYAATEVANAAAAS. The MHC is HLA-DPA10201-DPB11401 with pseudo-sequence HLA-DPA10201-DPB11401. The binding affinity (normalized) is 0.173. (3) The peptide sequence is ESEFQAALSRKVAKL. The MHC is DRB1_0901 with pseudo-sequence DRB1_0901. The binding affinity (normalized) is 0.506. (4) The peptide sequence is QEPFKNLKTGKYAKM. The MHC is HLA-DQA10102-DQB10602 with pseudo-sequence HLA-DQA10102-DQB10602. The binding affinity (normalized) is 0.